From a dataset of Catalyst prediction with 721,799 reactions and 888 catalyst types from USPTO. Predict which catalyst facilitates the given reaction. (1) Reactant: Br[C:2]1[CH:3]=[N+]([O-])[CH:5]=[C:6]([C:8]2[CH:13]=[CH:12][C:11]([S:14]([CH3:17])(=[O:16])=[O:15])=[CH:10][CH:9]=2)[CH:7]=1.[I:19]I.N([O-])=O.[Na+].C([O-])([O-])=O.[Na+].[Na+].[O-]S([O-])(=S)=O.[Na+].[Na+].C[CH2:39][O:40][C:41]([CH3:43])=[O:42]. Product: [I:19][C:7]1[C:6]([C:8]2[CH:13]=[CH:12][C:11]([S:14]([CH3:17])(=[O:16])=[O:15])=[CH:10][CH:9]=2)=[CH:5][C:43]([C:41]([O:40][CH3:39])=[O:42])=[CH:3][CH:2]=1. The catalyst class is: 585. (2) Reactant: [Br:1][C:2]1[C:10]2[C:5](=[CH:6][C:7]([N+:13]([O-:15])=[O:14])=[C:8]([CH2:11][NH2:12])[CH:9]=2)[N:4]([C:16]([C:29]2[CH:34]=[CH:33][CH:32]=[CH:31][CH:30]=2)([C:23]2[CH:28]=[CH:27][CH:26]=[CH:25][CH:24]=2)[C:17]2[CH:22]=[CH:21][CH:20]=[CH:19][CH:18]=2)[N:3]=1.[S:35]1[CH:39]=[C:38]([CH:40]=O)[N:37]=[CH:36]1.C([BH3-])#N.[Na+]. Product: [Br:1][C:2]1[C:10]2[C:5](=[CH:6][C:7]([N+:13]([O-:15])=[O:14])=[C:8]([CH2:11][NH:12][CH2:40][C:38]3[N:37]=[CH:36][S:35][CH:39]=3)[CH:9]=2)[N:4]([C:16]([C:29]2[CH:34]=[CH:33][CH:32]=[CH:31][CH:30]=2)([C:23]2[CH:24]=[CH:25][CH:26]=[CH:27][CH:28]=2)[C:17]2[CH:22]=[CH:21][CH:20]=[CH:19][CH:18]=2)[N:3]=1. The catalyst class is: 15. (3) The catalyst class is: 17. Reactant: [C:1]([O:5][C:6]([NH:8][CH2:9][C:10]1[CH:18]=[CH:17][CH:16]=[C:12]([C:13]([OH:15])=O)[C:11]=1[C:19]([OH:21])=O)=[O:7])([CH3:4])([CH3:3])[CH3:2].Cl.[NH2:23][C:24]1([CH3:32])[CH2:29][CH2:28][C:27](=[O:30])[NH:26][C:25]1=[O:31]. Product: [C:1]([O:5][C:6](=[O:7])[NH:8][CH2:9][C:10]1[CH:18]=[CH:17][CH:16]=[C:12]2[C:11]=1[C:19](=[O:21])[N:23]([C:24]1([CH3:32])[CH2:29][CH2:28][C:27](=[O:30])[NH:26][C:25]1=[O:31])[C:13]2=[O:15])([CH3:2])([CH3:3])[CH3:4].